This data is from Reaction yield outcomes from USPTO patents with 853,638 reactions. The task is: Predict the reaction yield, written as a fraction of the theoretical maximum amount of product (1.0 means a 100% yield; for example, 0.34 means a 34% yield). (1) The reactants are [O:1]1[C:10]2[C:5](=[CH:6][CH:7]=[CH:8][CH:9]=2)[CH:4]([CH2:11][OH:12])[CH2:3][CH2:2]1.Cl[C:14]1[N:15]=[C:16]([OH:24])[C:17]2[CH:23]=[CH:22][N:21]=[CH:20][C:18]=2[N:19]=1. No catalyst specified. The product is [O:1]1[C:10]2[CH:9]=[CH:8][CH:7]=[CH:6][C:5]=2[CH:4]([CH2:11][O:12][C:14]2[N:15]=[C:16]([OH:24])[C:17]3[CH:23]=[CH:22][N:21]=[CH:20][C:18]=3[N:19]=2)[CH2:3][CH2:2]1. The yield is 0.110. (2) The reactants are [NH2:1][C:2]1[CH:7]=[C:6]([CH2:8][N:9]2[C:14]([C:15]([C:17]3[CH:18]=[C:19]([CH:22]=[C:23]([CH3:25])[CH:24]=3)[C:20]#[N:21])=[O:16])=[C:13]([CH:26]([CH3:28])[CH3:27])[C:12](=[O:29])[NH:11][C:10]2=[O:30])[CH:5]=[C:4]([F:31])[N:3]=1.[CH3:32][S:33](Cl)(=[O:35])=[O:34]. The yield is 0.750. The product is [C:20]([C:19]1[CH:18]=[C:17]([CH:24]=[C:23]([CH3:25])[CH:22]=1)[C:15]([C:14]1[N:9]([CH2:8][C:6]2[CH:5]=[C:4]([F:31])[N:3]=[C:2]([NH:1][S:33]([CH3:32])(=[O:35])=[O:34])[CH:7]=2)[C:10](=[O:30])[N:11]([S:33]([CH3:32])(=[O:35])=[O:34])[C:12](=[O:29])[C:13]=1[CH:26]([CH3:28])[CH3:27])=[O:16])#[N:21]. The catalyst is C1COCC1. (3) The reactants are [CH:1]1([CH2:4][C:5]([OH:7])=O)[CH2:3][CH2:2]1.C(Cl)(=O)C(Cl)=O.Br.[NH2:15][C:16]1[C:24](O)=[CH:23][CH:22]=[CH:21][C:17]=1[C:18]([OH:20])=[O:19].C(N(CC)CC)C.O.C1(C)C=CC(S(O)(=O)=O)=CC=1. The catalyst is ClCCl.CN(C=O)C.O. The product is [CH:1]1([CH2:4][C:5]2[O:7][C:24]3[C:16](=[C:17]([C:18]([OH:20])=[O:19])[CH:21]=[CH:22][CH:23]=3)[N:15]=2)[CH2:2][CH2:3]1. The yield is 0.630. (4) The reactants are S(Cl)(Cl)=O.[N+:5]([C:8]1[C:9]([C:13]([OH:15])=[O:14])=[N:10][NH:11][CH:12]=1)([O-:7])=[O:6].[CH3:16][CH2:17]O. No catalyst specified. The product is [CH2:16]([O:14][C:13]([C:9]1[C:8]([N+:5]([O-:7])=[O:6])=[CH:12][NH:11][N:10]=1)=[O:15])[CH3:17]. The yield is 0.960. (5) The yield is 0.520. The reactants are [F:1][C:2]1[CH:7]=[C:6]([CH3:8])[C:5]([C:9]2[C:20](=[O:21])[N:19]([CH3:22])[C:12]3[N:13]=[C:14](SC)[N:15]=[CH:16][C:11]=3[CH:10]=2)=[CH:4][C:3]=1[NH:23][C:24]([NH:26][C:27]1[N:31]([C:32]2[CH:37]=[CH:36][CH:35]=[CH:34][CH:33]=2)[N:30]=[C:29]([CH:38]([CH3:40])[CH3:39])[CH:28]=1)=[O:25].[CH3:41][NH2:42].C1COCC1. The product is [F:1][C:2]1[CH:7]=[C:6]([CH3:8])[C:5]([C:9]2[C:20](=[O:21])[N:19]([CH3:22])[C:12]3[N:13]=[C:14]([NH:42][CH3:41])[N:15]=[CH:16][C:11]=3[CH:10]=2)=[CH:4][C:3]=1[NH:23][C:24]([NH:26][C:27]1[N:31]([C:32]2[CH:37]=[CH:36][CH:35]=[CH:34][CH:33]=2)[N:30]=[C:29]([CH:38]([CH3:40])[CH3:39])[CH:28]=1)=[O:25]. No catalyst specified. (6) The reactants are [C:1]([O:5][C:6]([C:8]1[CH:13]=[CH:12][C:11]([S:14]([NH2:17])(=[O:16])=[O:15])=[CH:10][C:9]=1[OH:18])=[O:7])([CH3:4])([CH3:3])[CH3:2].[O:19]([C:26]([NH:28][C:29]1[C:30](=[CH:35][CH:36]=[CH:37][CH:38]=1)[C:31]([O:33][CH3:34])=[O:32])=O)C1C=CC=CC=1. No catalyst specified. The product is [C:1]([O:5][C:6]([C:8]1[CH:13]=[CH:12][C:11]([S:14]([NH:17][C:26]([NH:28][C:29]2[CH:38]=[CH:37][CH:36]=[CH:35][C:30]=2[C:31]([O:33][CH3:34])=[O:32])=[O:19])(=[O:16])=[O:15])=[CH:10][C:9]=1[OH:18])=[O:7])([CH3:4])([CH3:2])[CH3:3]. The yield is 0.780.